From a dataset of Full USPTO retrosynthesis dataset with 1.9M reactions from patents (1976-2016). Predict the reactants needed to synthesize the given product. (1) Given the product [Br:1][C:2]1[CH:3]=[C:4]([CH:8]=[CH:9][C:10]=1[C:11]([N:13]1[CH2:17][CH:16]=[CH:15][CH2:14]1)=[O:12])[C:5]([NH:61][C@H:57]([C:55]1[NH:54][C:53]2[CH:62]=[CH:63][C:50]([Br:49])=[CH:51][C:52]=2[N:56]=1)[CH2:58][O:59][CH3:60])=[O:7], predict the reactants needed to synthesize it. The reactants are: [Br:1][C:2]1[CH:3]=[C:4]([CH:8]=[CH:9][C:10]=1[C:11]([N:13]1[CH2:17][CH:16]=[CH:15][CH2:14]1)=[O:12])[C:5]([OH:7])=O.CN(C(ON1N=NC2C=CC=CC1=2)=[N+](C)C)C.[B-](F)(F)(F)F.C(N(C(C)C)CC)(C)C.[Br:49][C:50]1[CH:63]=[CH:62][C:53]2[NH:54][C:55]([C@@H:57]([NH2:61])[CH2:58][O:59][CH3:60])=[N:56][C:52]=2[CH:51]=1.ClCl. (2) Given the product [CH2:17]([O:16][C:14](=[O:15])[CH2:13][O:9][C:8]1[CH:10]=[CH:11][C:3]([CH:2]=[O:1])=[CH:4][C:5]=1[O:6][CH3:7])[CH3:18], predict the reactants needed to synthesize it. The reactants are: [O:1]=[CH:2][C:3]1[CH:11]=[CH:10][C:8]([OH:9])=[C:5]([O:6][CH3:7])[CH:4]=1.Br[CH2:13][C:14]([O:16][CH2:17][CH3:18])=[O:15].C(=O)([O-])[O-].[K+].[K+]. (3) Given the product [N:45]([C@@H:23]1[C:24]2[C:29](=[CH:28][CH:27]=[CH:26][CH:25]=2)[C@@H:21]([C:14]2[C:15]3[C:20](=[CH:19][CH:18]=[CH:17][CH:16]=3)[NH:12][CH:13]=2)[CH2:22]1)=[N+:46]=[N-:47], predict the reactants needed to synthesize it. The reactants are: N12CCCN=C1CCCCC2.[NH:12]1[C:20]2[C:15](=[CH:16][CH:17]=[CH:18][CH:19]=2)[C:14]([C@@H:21]2[C:29]3[C:24](=[CH:25][CH:26]=[CH:27][CH:28]=3)[C@H:23](O)[CH2:22]2)=[CH:13]1.C1(P([N:45]=[N+:46]=[N-:47])(C2C=CC=CC=2)=O)C=CC=CC=1.O. (4) Given the product [Cl:1][C:2]1[CH:3]=[C:4]([S:10]([N:13]([CH3:20])[CH2:14][C:15]([O:17][CH2:18][CH3:19])=[O:16])(=[O:12])=[O:11])[CH:5]=[N:6][C:7]=1[NH:8][NH:9][C:22]([NH:21][CH:24]1[C:25]2[CH:38]=[CH:37][CH:36]=[CH:35][C:26]=2[CH2:27][CH2:28][C:29]2[CH:34]=[CH:33][CH:32]=[CH:31][C:30]1=2)=[O:23], predict the reactants needed to synthesize it. The reactants are: [Cl:1][C:2]1[CH:3]=[C:4]([S:10]([N:13]([CH3:20])[CH2:14][C:15]([O:17][CH2:18][CH3:19])=[O:16])(=[O:12])=[O:11])[CH:5]=[N:6][C:7]=1[NH:8][NH2:9].[N:21]([CH:24]1[C:30]2[CH:31]=[CH:32][CH:33]=[CH:34][C:29]=2[CH2:28][CH2:27][C:26]2[CH:35]=[CH:36][CH:37]=[CH:38][C:25]1=2)=[C:22]=[O:23].N1C=CC=CC=1. (5) Given the product [S:25]1[CH2:30][CH2:29][CH2:28][S:27][CH:26]1[C:9]([O:11][C:12]([CH3:13])([CH3:14])[CH3:15])=[O:10], predict the reactants needed to synthesize it. The reactants are: [C:9](O[C:9]([O:11][C:12]([CH3:15])([CH3:14])[CH3:13])=[O:10])([O:11][C:12]([CH3:15])([CH3:14])[CH3:13])=[O:10].CN(C1C=CC=CN=1)C.[S:25]1[CH2:30][CH2:29][CH2:28][S:27][CH:26]1C(O)=O. (6) The reactants are: [CH:1](=O)[CH2:2][CH2:3][CH2:4][CH3:5].[C:7]([O:11][C:12]([CH:14]=P(C1C=CC=CC=1)(C1C=CC=CC=1)C1C=CC=CC=1)=[O:13])([CH3:10])([CH3:9])[CH3:8]. Given the product [C:12]([O:11][C:7]([CH3:8])([CH3:9])[CH3:10])(=[O:13])/[CH:14]=[CH:1]/[CH2:2][CH2:3][CH2:4][CH3:5], predict the reactants needed to synthesize it. (7) Given the product [OH:1][C@:2]1([C:30]([F:35])([F:36])[C:31]([F:32])([F:33])[F:34])[C@:18]2([CH3:19])[C@H:5]([C@H:6]3[C:15]([C@@H:16]([C:20]4[CH:21]=[CH:22][C:23]([CH:26]([O:28][CH2:38][C:39]5[CH:40]=[CH:41][C:42]6[S:46][C:45]([CH3:47])=[N:44][C:43]=6[CH:48]=5)[CH3:27])=[CH:24][CH:25]=4)[CH2:17]2)=[C:14]2[C:9](=[CH:10][C:11](=[O:29])[CH2:12][CH2:13]2)[CH2:8][CH2:7]3)[CH2:4][CH2:3]1, predict the reactants needed to synthesize it. The reactants are: [OH:1][C@:2]1([C:30]([F:36])([F:35])[C:31]([F:34])([F:33])[F:32])[C@:18]2([CH3:19])[C@H:5]([C@H:6]3[C:15]([C@@H:16]([C:20]4[CH:25]=[CH:24][C:23]([CH:26]([OH:28])[CH3:27])=[CH:22][CH:21]=4)[CH2:17]2)=[C:14]2[C:9](=[CH:10][C:11](=[O:29])[CH2:12][CH2:13]2)[CH2:8][CH2:7]3)[CH2:4][CH2:3]1.Br[CH2:38][C:39]1[CH:40]=[CH:41][C:42]2[S:46][C:45]([CH3:47])=[N:44][C:43]=2[CH:48]=1. (8) Given the product [C:29]([NH:33][S:34]([C:37]1[CH:38]=[C:39]([C:2]2[CH:7]=[CH:6][CH:5]=[C:4]([C:8]3[N:13]=[C:12]([C:14]4[CH:19]=[CH:18][C:17]([C:20]([F:23])([F:21])[F:22])=[C:16]([CH3:24])[CH:15]=4)[CH:11]=[C:10]([C:25]([F:28])([F:26])[F:27])[N:9]=3)[CH:3]=2)[CH:40]=[CH:41][CH:42]=1)(=[O:36])=[O:35])([CH3:32])([CH3:31])[CH3:30], predict the reactants needed to synthesize it. The reactants are: Br[C:2]1[CH:3]=[C:4]([C:8]2[N:13]=[C:12]([C:14]3[CH:19]=[CH:18][C:17]([C:20]([F:23])([F:22])[F:21])=[C:16]([CH3:24])[CH:15]=3)[CH:11]=[C:10]([C:25]([F:28])([F:27])[F:26])[N:9]=2)[CH:5]=[CH:6][CH:7]=1.[C:29]([NH:33][S:34]([C:37]1[CH:38]=[C:39](B(O)O)[CH:40]=[CH:41][CH:42]=1)(=[O:36])=[O:35])([CH3:32])([CH3:31])[CH3:30]. (9) Given the product [CH3:25][C:7]1[N:6]=[C:5]2[S:26][C:2]([C:37]3[CH:38]=[N:34][NH:35][CH:36]=3)=[CH:3][C:4]2=[C:9]([NH:10][S:11]([C:14]2[CH:19]=[CH:18][CH:17]=[CH:16][CH:15]=2)(=[O:13])=[O:12])[C:8]=1[C:20]([O:22][CH2:23][CH3:24])=[O:21], predict the reactants needed to synthesize it. The reactants are: Br[C:2]1[S:26][C:5]2=[N:6][C:7]([CH3:25])=[C:8]([C:20]([O:22][CH2:23][CH3:24])=[O:21])[C:9]([NH:10][S:11]([C:14]3[CH:19]=[CH:18][CH:17]=[CH:16][CH:15]=3)(=[O:13])=[O:12])=[C:4]2[CH:3]=1.O(C([N:34]1[CH:38]=[C:37](B(O)O)[CH:36]=[N:35]1)=O)C(C)(C)C.C(=O)([O-])[O-].[K+].[K+].